From a dataset of Full USPTO retrosynthesis dataset with 1.9M reactions from patents (1976-2016). Predict the reactants needed to synthesize the given product. (1) Given the product [Cl:2][C:3]1[CH:16]=[CH:15][C:6]([CH2:7][N:8]2[CH2:12][CH2:11][CH:10]([NH2:23])[C:9]2=[O:14])=[CH:5][CH:4]=1, predict the reactants needed to synthesize it. The reactants are: N.[Cl:2][C:3]1[CH:16]=[CH:15][C:6]([CH2:7][N:8]2[CH2:12][CH2:11][CH:10](Br)[C:9]2=[O:14])=[CH:5][CH:4]=1.CO.C(Cl)Cl.C(=O)(OC(C)(C)C)[NH2:23]. (2) Given the product [CH:26]1[C:34]2[C:33]3[CH:35]=[CH:36][CH:37]=[CH:38][C:32]=3[S:31][C:30]=2[C:29]([C:39]2[CH:40]=[C:41]([C:2]3[CH:3]=[C:4]([C:8]4[CH:17]=[CH:16][C:15]5[C:10](=[C:11]6[CH:25]=[CH:24][CH:23]=[CH:22][C:12]6=[C:13]6[CH:21]=[CH:20][CH:19]=[CH:18][C:14]6=5)[N:9]=4)[CH:5]=[CH:6][CH:7]=3)[CH:42]=[CH:43][CH:44]=2)=[CH:28][CH:27]=1, predict the reactants needed to synthesize it. The reactants are: Br[C:2]1[CH:3]=[C:4]([C:8]2[CH:17]=[CH:16][C:15]3[C:10](=[C:11]4[CH:25]=[CH:24][CH:23]=[CH:22][C:12]4=[C:13]4[CH:21]=[CH:20][CH:19]=[CH:18][C:14]4=3)[N:9]=2)[CH:5]=[CH:6][CH:7]=1.[CH:26]1[C:34]2[C:33]3[CH:35]=[CH:36][CH:37]=[CH:38][C:32]=3[S:31][C:30]=2[C:29]([C:39]2[CH:40]=[C:41](B(O)O)[CH:42]=[CH:43][CH:44]=2)=[CH:28][CH:27]=1.C1(C)C=CC=CC=1P(C1C=CC=CC=1C)C1C=CC=CC=1C.C(=O)([O-])[O-].[K+].[K+].